This data is from Full USPTO retrosynthesis dataset with 1.9M reactions from patents (1976-2016). The task is: Predict the reactants needed to synthesize the given product. Given the product [F:18][C:15]1[CH:14]=[CH:13][C:12]([C@H:10]([OH:11])[C@@H:9]([C:19]2[CH:28]=[CH:27][C:26]3[C:21](=[CH:22][CH:23]=[CH:24][CH:25]=3)[CH:20]=2)[CH2:8][NH:7][CH3:6])=[CH:17][CH:16]=1, predict the reactants needed to synthesize it. The reactants are: C(O[C:6](=O)[NH:7][CH2:8][C@H:9]([C:19]1[CH:28]=[CH:27][C:26]2[C:21](=[CH:22][CH:23]=[CH:24][CH:25]=2)[CH:20]=1)[C@H:10]([C:12]1[CH:17]=[CH:16][C:15]([F:18])=[CH:14][CH:13]=1)[OH:11])(C)(C)C.[H-].[H-].[H-].[H-].[Li+].[Al+3].